From a dataset of Cav3 T-type calcium channel HTS with 100,875 compounds. Binary Classification. Given a drug SMILES string, predict its activity (active/inactive) in a high-throughput screening assay against a specified biological target. (1) The molecule is Clc1c(C(=O)Nc2n(c3nc4c(nc3c2C#N)cccc4)CC=C)cccc1. The result is 1 (active). (2) The compound is O=c1nc(NC(c2ccccc2)C)c(n[nH]1)C. The result is 0 (inactive). (3) The result is 0 (inactive). The compound is Clc1cc(N2CCN(CC2)Cc2oc(nn2)c2ccccc2)ccc1. (4) The result is 0 (inactive). The compound is FC(F)(F)c1cc(c2n[nH]c(C3CCN(CC3)c3ncccc3[N+]([O-])=O)c2)ccc1.